The task is: Regression. Given two drug SMILES strings and cell line genomic features, predict the synergy score measuring deviation from expected non-interaction effect.. This data is from Merck oncology drug combination screen with 23,052 pairs across 39 cell lines. Synergy scores: synergy=7.26. Cell line: DLD1. Drug 2: CC1(c2nc3c(C(N)=O)cccc3[nH]2)CCCN1. Drug 1: NC1(c2ccc(-c3nc4ccn5c(=O)[nH]nc5c4cc3-c3ccccc3)cc2)CCC1.